This data is from Catalyst prediction with 721,799 reactions and 888 catalyst types from USPTO. The task is: Predict which catalyst facilitates the given reaction. (1) Reactant: [NH2:1][C@@H:2]([CH2:16][CH:17]1[CH2:22][CH2:21][CH2:20][CH2:19][CH2:18]1)[C@@H:3]([OH:15])[CH2:4][NH:5][C:6](=[O:14])[O:7][CH2:8][CH2:9][Si:10]([CH3:13])([CH3:12])[CH3:11].C(N(CC)CC)C.Cl[Si:31]([CH3:34])([CH3:33])[CH3:32]. Product: [NH2:1][C@@H:2]([CH2:16][CH:17]1[CH2:18][CH2:19][CH2:20][CH2:21][CH2:22]1)[C@@H:3]([O:15][Si:31]([CH3:34])([CH3:33])[CH3:32])[CH2:4][NH:5][C:6](=[O:14])[O:7][CH2:8][CH2:9][Si:10]([CH3:13])([CH3:11])[CH3:12]. The catalyst class is: 2. (2) Reactant: [CH:1]([O:3][CH2:4][CH2:5]I)=[CH2:2].[C:7]1([O:17][CH3:18])[C:8](=[CH:10][CH:11]=[C:12]([CH:16]=1)[CH2:13][CH:14]=[CH2:15])[OH:9].[OH-].[K+].CO. Product: [CH2:13]([C:12]1[CH:11]=[CH:10][C:8]([O:9][CH2:5][CH2:4][O:3][CH:1]=[CH2:2])=[C:7]([O:17][CH3:18])[CH:16]=1)[CH:14]=[CH2:15]. The catalyst class is: 27. (3) Reactant: [CH3:1][C:2]1[C:3]([CH2:14][S:15]([C:17]2[NH:21][C:20]3[CH:22]=[CH:23][CH:24]=[CH:25][C:19]=3[N:18]=2)=[O:16])=[N:4][CH:5]=[CH:6][C:7]=1[O:8][CH2:9][C:10]([F:13])([F:12])[F:11].CCN(CC)CC.[C:33]1([CH3:61])[CH:38]=[CH:37][C:36]([S:39]([CH2:42][CH2:43][O:44][C:45](=[O:60])[CH2:46][CH2:47][C:48]2[CH:53]=[C:52]([S:54](Cl)(=[O:56])=[O:55])[CH:51]=[CH:50][C:49]=2[O:58][CH3:59])(=[O:41])=[O:40])=[CH:35][CH:34]=1.C([O-])(O)=O.[Na+]. Product: [C:33]1([CH3:61])[CH:38]=[CH:37][C:36]([S:39]([CH2:42][CH2:43][O:44][C:45](=[O:60])[CH2:46][CH2:47][C:48]2[CH:53]=[C:52]([S:54]([N:21]3[C:20]4[CH:22]=[CH:23][CH:24]=[CH:25][C:19]=4[N:18]=[C:17]3[S:15]([CH2:14][C:3]3[C:2]([CH3:1])=[C:7]([O:8][CH2:9][C:10]([F:13])([F:11])[F:12])[CH:6]=[CH:5][N:4]=3)=[O:16])(=[O:56])=[O:55])[CH:51]=[CH:50][C:49]=2[O:58][CH3:59])(=[O:41])=[O:40])=[CH:35][CH:34]=1. The catalyst class is: 2. (4) Reactant: [C:1]([C:3]1[CH:4]=[C:5]([NH:9][S:10]([C:13]2[CH:14]=[CH:15][C:16]([O:31][CH3:32])=[C:17]3[C:22]=2[O:21][CH2:20][C@H:19]([N:23](C)[C:24](=O)C(F)(F)F)[CH2:18]3)(=[O:12])=[O:11])[CH:6]=[CH:7][CH:8]=1)#[N:2].[OH-].[Na+]. Product: [C:1]([C:3]1[CH:4]=[C:5]([NH:9][S:10]([C:13]2[CH:14]=[CH:15][C:16]([O:31][CH3:32])=[C:17]3[C:22]=2[O:21][CH2:20][C@H:19]([NH:23][CH3:24])[CH2:18]3)(=[O:12])=[O:11])[CH:6]=[CH:7][CH:8]=1)#[N:2]. The catalyst class is: 5. (5) Reactant: [Cl:1][C:2]1[CH:3]=[C:4]([N:8]2[CH2:14][CH2:13][CH2:12][N:11]([C:15]([O:17][C:18]([CH3:21])([CH3:20])[CH3:19])=[O:16])[CH2:10][CH2:9]2)[CH:5]=[N:6][CH:7]=1.[Br:22]N1C(=O)CCC1=O. Product: [Br:22][C:7]1[N:6]=[CH:5][C:4]([N:8]2[CH2:14][CH2:13][CH2:12][N:11]([C:15]([O:17][C:18]([CH3:21])([CH3:20])[CH3:19])=[O:16])[CH2:10][CH2:9]2)=[CH:3][C:2]=1[Cl:1]. The catalyst class is: 10. (6) Reactant: [CH3:1][NH:2][C:3]1[CH:7]=[C:6]([C:8]2[CH:13]=[CH:12][N:11]=[CH:10][CH:9]=2)[S:5][C:4]=1[C:14]([OH:16])=O.[Cl-].[NH4+].C([N:21](CC)CC)C.ON1C2C=CC=CC=2N=N1.Cl.C(N=C=NCCCN(C)C)C.C(=O)([O-])O.[Na+]. Product: [CH3:1][NH:2][C:3]1[CH:7]=[C:6]([C:8]2[CH:13]=[CH:12][N:11]=[CH:10][CH:9]=2)[S:5][C:4]=1[C:14]([NH2:21])=[O:16]. The catalyst class is: 136. (7) Reactant: [CH3:1][C:2]1[CH:7]=[CH:6][C:5]([C:8]([C:10]2[CH:15]=[CH:14][CH:13]=[CH:12][CH:11]=2)=[O:9])=[CH:4][C:3]=1[O:16]C.[Al+3].[Cl-].[Cl-].[Cl-]. Product: [OH:16][C:3]1[CH:4]=[C:5]([C:8]([C:10]2[CH:11]=[CH:12][CH:13]=[CH:14][CH:15]=2)=[O:9])[CH:6]=[CH:7][C:2]=1[CH3:1]. The catalyst class is: 11.